Dataset: Forward reaction prediction with 1.9M reactions from USPTO patents (1976-2016). Task: Predict the product of the given reaction. (1) Given the reactants [OH-].[Na+].[Br:3][C:4]1[CH:5]=[C:6]2[C:10](=[CH:11][CH:12]=1)[N:9]([CH:13]1[CH2:18][CH2:17][CH2:16][CH2:15][O:14]1)[N:8]=[C:7]2[C:19]([O:21]C)=[O:20].Cl, predict the reaction product. The product is: [Br:3][C:4]1[CH:5]=[C:6]2[C:10](=[CH:11][CH:12]=1)[N:9]([CH:13]1[CH2:18][CH2:17][CH2:16][CH2:15][O:14]1)[N:8]=[C:7]2[C:19]([OH:21])=[O:20]. (2) Given the reactants Cl.CO[C:4](=[NH:9])[CH2:5][CH:6]1[CH2:8][CH2:7]1.[CH3:10][C:11]1([CH3:19])[O:16][C:15](=[O:17])[CH2:14][C:13](=[O:18])[O:12]1.C(N(CC)CC)C, predict the reaction product. The product is: [NH2:9][C:4](=[C:14]1[C:15](=[O:17])[O:16][C:11]([CH3:19])([CH3:10])[O:12][C:13]1=[O:18])[CH2:5][CH:6]1[CH2:7][CH2:8]1.